From a dataset of Reaction yield outcomes from USPTO patents with 853,638 reactions. Predict the reaction yield, written as a fraction of the theoretical maximum amount of product (1.0 means a 100% yield; for example, 0.34 means a 34% yield). (1) The reactants are [CH:1]1([N:5]2[C:13]3[C:8](=[CH:9][CH:10]=[C:11]([O:14][CH2:15][CH3:16])[CH:12]=3)[C:7]([C:17]#[N:18])=[C:6]2[C:19]2[CH:24]=[CH:23][C:22]([NH:25][CH2:26][CH3:27])=[CH:21][CH:20]=2)[CH2:4][CH2:3][CH2:2]1.Cl[C:29]([O:31][CH:32]1[CH2:36][CH2:35][CH2:34][CH2:33]1)=[O:30].ClC([O-])=O. The catalyst is N1C=CC=CC=1. The product is [CH:32]1([O:31][C:29](=[O:30])[N:25]([C:22]2[CH:21]=[CH:20][C:19]([C:6]3[N:5]([CH:1]4[CH2:2][CH2:3][CH2:4]4)[C:13]4[C:8]([C:7]=3[C:17]#[N:18])=[CH:9][CH:10]=[C:11]([O:14][CH2:15][CH3:16])[CH:12]=4)=[CH:24][CH:23]=2)[CH2:26][CH3:27])[CH2:36][CH2:35][CH2:34][CH2:33]1. The yield is 0.870. (2) The reactants are Cl[C:2]([O:4][CH3:5])=[O:3].[NH2:6][C@@H:7]1[CH2:11][CH2:10][N:9]([CH2:12][C:13]2[CH:34]=[CH:33][C:16]([C:17]([NH:19][CH2:20][C:21]3[CH:26]=[C:25]([Cl:27])[CH:24]=[CH:23][C:22]=3[S:28]([CH2:31][CH3:32])(=[O:30])=[O:29])=[O:18])=[CH:15][C:14]=2[C:35]([F:38])([F:37])[F:36])[CH2:8]1. The catalyst is C(Cl)Cl.C(OCC)(=O)C. The product is [CH3:5][O:4][C:2](=[O:3])[NH:6][C@@H:7]1[CH2:11][CH2:10][N:9]([CH2:12][C:13]2[CH:34]=[CH:33][C:16]([C:17](=[O:18])[NH:19][CH2:20][C:21]3[CH:26]=[C:25]([Cl:27])[CH:24]=[CH:23][C:22]=3[S:28]([CH2:31][CH3:32])(=[O:30])=[O:29])=[CH:15][C:14]=2[C:35]([F:37])([F:38])[F:36])[CH2:8]1. The yield is 0.600. (3) The reactants are [Br:1][C:2]1[CH:30]=[CH:29][C:5]([CH2:6][C:7]2[S:8][C:9]([CH3:28])=[C:10]([CH3:27])[C:11]=2[C:12]([C:14]2[CH:19]=[CH:18][C:17]([O:20]C)=[C:16]([CH:22]3[CH2:26][CH2:25][CH2:24][CH2:23]3)[CH:15]=2)=[O:13])=[CH:4][CH:3]=1. The catalyst is CC1SC=CC=1C. The product is [Br:1][C:2]1[CH:30]=[CH:29][C:5]([CH2:6][C:7]2[S:8][C:9]([CH3:28])=[C:10]([CH3:27])[C:11]=2[C:12]([C:14]2[CH:19]=[CH:18][C:17]([OH:20])=[C:16]([CH:22]3[CH2:26][CH2:25][CH2:24][CH2:23]3)[CH:15]=2)=[O:13])=[CH:4][CH:3]=1. The yield is 0.740. (4) The reactants are O1CCCC1.[NH2:6][C:7]1[C:15]([CH3:16])=[CH:14][C:13]([Br:17])=[CH:12][C:8]=1[C:9]([NH2:11])=O.C(N(CC)CC)C.FC(F)(F)C(OC(=O)C(F)(F)F)=O. The catalyst is C(OCC)(=O)C.O. The product is [NH2:6][C:7]1[C:15]([CH3:16])=[CH:14][C:13]([Br:17])=[CH:12][C:8]=1[C:9]#[N:11]. The yield is 0.450. (5) The reactants are [CH2:1]([N:8]([CH3:22])[C:9]1[N:10]=[C:11](O)[C:12]2[C:17]([CH:18]=1)=[CH:16][C:15]([O:19][CH3:20])=[CH:14][CH:13]=2)[C:2]1[CH:7]=[CH:6][CH:5]=[CH:4][CH:3]=1.O=P(Cl)(Cl)[Cl:25]. No catalyst specified. The product is [CH2:1]([N:8]([CH3:22])[C:9]1[N:10]=[C:11]([Cl:25])[C:12]2[C:17]([CH:18]=1)=[CH:16][C:15]([O:19][CH3:20])=[CH:14][CH:13]=2)[C:2]1[CH:7]=[CH:6][CH:5]=[CH:4][CH:3]=1. The yield is 0.750. (6) The yield is 0.320. The reactants are S(=O)(=O)(O)O.[Br:6][C:7]1[C:12]([NH2:13])=[C:11]([C:14]#[N:15])[CH:10]=[C:9]([N+:16]([O-:18])=[O:17])[CH:8]=1.N(OS(=O)(=O)O)=O.[OH:26][CH2:27][CH2:28][CH2:29][CH2:30][N:31]([CH2:51][CH2:52][CH2:53][CH2:54][OH:55])[C:32]1[CH:33]=[C:34]([NH:40][C:41](=[O:50])[CH2:42][CH:43]([CH3:49])[CH2:44][C:45]([CH3:48])([CH3:47])[CH3:46])[CH:35]=[CH:36][C:37]=1[O:38][CH3:39].S(=O)(=O)(O)[NH2:57]. The product is [OH:26][CH2:27][CH2:28][CH2:29][CH2:30][N:31]([CH2:51][CH2:52][CH2:53][CH2:54][OH:55])[C:32]1[C:37]([O:38][CH3:39])=[CH:36][C:35](/[N:57]=[N:13]/[C:12]2[C:11]([C:14]#[N:15])=[CH:10][C:9]([N+:16]([O-:18])=[O:17])=[CH:8][C:7]=2[Br:6])=[C:34]([NH:40][C:41](=[O:50])[CH2:42][CH:43]([CH3:49])[CH2:44][C:45]([CH3:48])([CH3:47])[CH3:46])[CH:33]=1. The catalyst is CO.O. (7) The reactants are [NH2:1][C:2]1[NH:3][CH:4]=[C:5]([CH2:7][C:8]([O:10][CH3:11])=[O:9])[N:6]=1.[Cl:12][C:13]1[CH:26]=[C:25]([Cl:27])[CH:24]=[CH:23][C:14]=1[CH:15]=[C:16]([C:20](=O)[CH3:21])[C:17]([NH2:19])=[O:18]. The catalyst is C(O)(C)C. The product is [C:17]([C:16]1[CH:15]([C:14]2[CH:23]=[CH:24][C:25]([Cl:27])=[CH:26][C:13]=2[Cl:12])[N:3]2[CH:4]=[C:5]([CH2:7][C:8]([O:10][CH3:11])=[O:9])[N:6]=[C:2]2[NH:1][C:20]=1[CH3:21])(=[O:18])[NH2:19]. The yield is 0.450. (8) The reactants are [C:1]([C@H:5]1[CH2:10][CH2:9][C@H:8]([O:11][C:12]2[CH:13]=[C:14]3[C:19](=[CH:20][CH:21]=2)[CH:18]=[C:17]([C:22](=O)[CH3:23])[CH:16]=[CH:15]3)[CH2:7][CH2:6]1)([CH3:4])([CH3:3])[CH3:2].[NH:25]1[CH2:30][CH2:29][CH:28]([C:31]([O:33][CH2:34][CH3:35])=[O:32])[CH2:27][CH2:26]1.[BH3-]C#N.[Na+]. The catalyst is CCO. The product is [C:1]([C@H:5]1[CH2:10][CH2:9][C@H:8]([O:11][C:12]2[CH:13]=[C:14]3[C:19](=[CH:20][CH:21]=2)[CH:18]=[C:17]([CH:22]([N:25]2[CH2:30][CH2:29][CH:28]([C:31]([O:33][CH2:34][CH3:35])=[O:32])[CH2:27][CH2:26]2)[CH3:23])[CH:16]=[CH:15]3)[CH2:7][CH2:6]1)([CH3:4])([CH3:3])[CH3:2]. The yield is 0.530.